From a dataset of TCR-epitope binding with 47,182 pairs between 192 epitopes and 23,139 TCRs. Binary Classification. Given a T-cell receptor sequence (or CDR3 region) and an epitope sequence, predict whether binding occurs between them. (1) The epitope is EHPTFTSQYRIQGKL. The TCR CDR3 sequence is CSAPLQGNNSPLHF. Result: 1 (the TCR binds to the epitope). (2) The epitope is CLGGLLTMV. The TCR CDR3 sequence is CASSYYNEQFF. Result: 0 (the TCR does not bind to the epitope). (3) The epitope is AYAQKIFKI. The TCR CDR3 sequence is CASSQDEYSSGNTIYF. Result: 0 (the TCR does not bind to the epitope). (4) Result: 0 (the TCR does not bind to the epitope). The TCR CDR3 sequence is CASIEERGSYNEQFF. The epitope is LLWNGPMAV. (5) The epitope is AMFWSVPTV. The TCR CDR3 sequence is CASSPSQGDQPQHF. Result: 0 (the TCR does not bind to the epitope). (6) The epitope is LPPAYTNSF. The TCR CDR3 sequence is CASTDRGREQFF. Result: 0 (the TCR does not bind to the epitope).